This data is from Forward reaction prediction with 1.9M reactions from USPTO patents (1976-2016). The task is: Predict the product of the given reaction. Given the reactants [CH2:1]([O:8][N:9]1[C:12]2([CH:17]=[CH:16][C:15](=[O:18])[CH:14]([OH:19])[CH:13]2[OH:20])[CH2:11][C:10]1=[O:21])[C:2]1[CH:7]=[CH:6][CH:5]=[CH:4][CH:3]=1.C[Si:23]([C:26]#N)([CH3:25])[CH3:24].C1N2C[CH2:35][N:30](CC2)C1, predict the reaction product. The product is: [CH2:1]([O:8][N:9]1[C:12]2([CH:17]=[CH:16][C:15]([C:35]#[N:30])([O:18][Si:23]([CH3:26])([CH3:25])[CH3:24])[CH:14]([O:19][Si:23]([CH3:26])([CH3:25])[CH3:24])[CH:13]2[O:20][Si:23]([CH3:24])([CH3:25])[CH3:26])[CH2:11][C:10]1=[O:21])[C:2]1[CH:7]=[CH:6][CH:5]=[CH:4][CH:3]=1.